The task is: Predict the reaction yield, written as a fraction of the theoretical maximum amount of product (1.0 means a 100% yield; for example, 0.34 means a 34% yield).. This data is from Reaction yield outcomes from USPTO patents with 853,638 reactions. (1) The reactants are [Br:1][C:2]1[CH:3]=[C:4]2[C:10]([I:11])=[CH:9][NH:8][C:5]2=[N:6][CH:7]=1.[H-].[Na+].[CH3:14][Si:15]([CH3:22])([CH3:21])[CH2:16][CH2:17][O:18][CH2:19]Cl.[Cl-].[NH4+]. The catalyst is CO.O1CCCC1. The product is [Br:1][C:2]1[CH:3]=[C:4]2[C:10]([I:11])=[CH:9][N:8]([CH2:19][O:18][CH2:17][CH2:16][Si:15]([CH3:22])([CH3:21])[CH3:14])[C:5]2=[N:6][CH:7]=1. The yield is 0.900. (2) The reactants are [CH3:1][C:2]1[CH:7]=[CH:6][C:5]([S:8]([O:11][CH2:12][CH:13]2[CH2:17][C:16]3[CH:18]=[CH:19][CH:20]=[C:21](Br)[C:15]=3[O:14]2)(=[O:10])=[O:9])=[CH:4][CH:3]=1.[Cl:23][C:24]1[CH:29]=[CH:28][C:27](B(O)O)=[CH:26][CH:25]=1.C(=O)([O-])[O-].[K+].[K+]. The catalyst is CC1C=CC=CC=1[P](C1C=CC=CC=1C)([Pd](Cl)(Cl)[P](C1=C(C)C=CC=C1)(C1C=CC=CC=1C)C1C=CC=CC=1C)C1C=CC=CC=1C. The product is [CH3:1][C:2]1[CH:7]=[CH:6][C:5]([S:8]([O:11][CH2:12][CH:13]2[CH2:17][C:16]3[CH:18]=[CH:19][CH:20]=[C:21]([C:27]4[CH:28]=[CH:29][C:24]([Cl:23])=[CH:25][CH:26]=4)[C:15]=3[O:14]2)(=[O:10])=[O:9])=[CH:4][CH:3]=1. The yield is 0.680. (3) The reactants are [CH2:1]([C:9]1[CH:14]=[CH:13][C:12]([N:15]2[CH2:20][CH2:19][N:18]([CH2:21][C:22]([O:24]C(C)(C)C)=[O:23])[CH2:17][CH2:16]2)=[CH:11][CH:10]=1)[CH2:2][CH2:3][CH2:4][CH2:5][CH2:6][CH2:7][CH3:8]. The catalyst is C(O)(C(F)(F)F)=O.C(Cl)Cl.CCO. The product is [CH2:1]([C:9]1[CH:14]=[CH:13][C:12]([N:15]2[CH2:20][CH2:19][N:18]([CH2:21][C:22]([OH:24])=[O:23])[CH2:17][CH2:16]2)=[CH:11][CH:10]=1)[CH2:2][CH2:3][CH2:4][CH2:5][CH2:6][CH2:7][CH3:8]. The yield is 0.470. (4) The reactants are [F:1][C:2]1[C:7]([CH:8]([C:10]2[CH:15]=[CH:14][CH:13]=[CH:12][CH:11]=2)O)=[CH:6][C:5]([CH3:16])=[CH:4][N:3]=1.B(F)(F)F.O(CC)CC.C([SiH](CC)CC)C. The catalyst is ClCCCl. The product is [CH2:8]([C:7]1[C:2]([F:1])=[N:3][CH:4]=[C:5]([CH3:16])[CH:6]=1)[C:10]1[CH:11]=[CH:12][CH:13]=[CH:14][CH:15]=1. The yield is 0.870. (5) The reactants are [Br:1][C:2]1[CH:11]=[CH:10][C:5](C(OC)=O)=[C:4]([F:12])[CH:3]=1.[CH3:13][Mg+].[Br-].CC[O:18][CH2:19][CH3:20]. No catalyst specified. The product is [Br:1][C:2]1[CH:11]=[CH:10][C:5]([C:19]([OH:18])([CH3:20])[CH3:13])=[C:4]([F:12])[CH:3]=1. The yield is 0.910. (6) The reactants are C[O:2][C:3]1[CH:8]=[CH:7][C:6]([C:9]2[N:10]=[CH:11][C:12]3[C:17]([CH:18]=2)=[CH:16][CH:15]=[CH:14][CH:13]=3)=[CH:5][CH:4]=1.C(O)(=O)C. The catalyst is I. The product is [CH:11]1[C:12]2[C:17](=[CH:16][CH:15]=[CH:14][CH:13]=2)[CH:18]=[C:9]([C:6]2[CH:7]=[CH:8][C:3]([OH:2])=[CH:4][CH:5]=2)[N:10]=1. The yield is 0.840. (7) The reactants are [CH:1]1([CH2:4][N:5]2[C:17]3[C:16]([C:18]([NH2:20])=[O:19])=[CH:15][C:14]([C:21]4[C:22]([CH3:27])=[N:23][O:24][C:25]=4[CH3:26])=[CH:13][C:12]=3[C:11]3[C:6]2=[CH:7][C:8]([NH:28][CH3:29])=[CH:9][CH:10]=3)[CH2:3][CH2:2]1.N1C=CC=CC=1.[C:36](Cl)(=[O:38])[CH3:37]. The catalyst is C(Cl)Cl. The product is [C:36]([N:28]([CH3:29])[C:8]1[CH:7]=[C:6]2[C:11]([C:12]3[CH:13]=[C:14]([C:21]4[C:22]([CH3:27])=[N:23][O:24][C:25]=4[CH3:26])[CH:15]=[C:16]([C:18]([NH2:20])=[O:19])[C:17]=3[N:5]2[CH2:4][CH:1]2[CH2:3][CH2:2]2)=[CH:10][CH:9]=1)(=[O:38])[CH3:37]. The yield is 0.250. (8) The reactants are Cl[C:2]1[C:7]([N+:8]([O-:10])=[O:9])=[CH:6][N:5]=[C:4]2[CH:11]=[CH:12][S:13][C:3]=12.[NH2:14][C@H:15]1[CH2:20][CH2:19][C@H:18]([CH2:21][C:22]#[N:23])[C@H:17]([O:24][CH3:25])[CH2:16]1.C(N(CC)C(C)C)(C)C. The catalyst is C(O)(C)C. The product is [CH3:25][O:24][C@@H:17]1[CH2:16][C@@H:15]([NH:14][C:2]2[C:7]([N+:8]([O-:10])=[O:9])=[CH:6][N:5]=[C:4]3[CH:11]=[CH:12][S:13][C:3]=23)[CH2:20][CH2:19][C@@H:18]1[CH2:21][C:22]#[N:23]. The yield is 0.780.